From a dataset of Full USPTO retrosynthesis dataset with 1.9M reactions from patents (1976-2016). Predict the reactants needed to synthesize the given product. (1) Given the product [CH2:1]([N:4]1[C:12]([C:13]2[CH:18]=[CH:17][C:16]([OH:19])=[CH:15][CH:14]=2)=[C:11]2[C:6]([C:7]([C:21]([F:24])([F:23])[F:22])=[CH:8][CH:9]=[CH:10]2)=[N:5]1)[CH:2]=[CH2:3], predict the reactants needed to synthesize it. The reactants are: [CH2:1]([N:4]1[C:12]([C:13]2[CH:18]=[CH:17][C:16]([O:19]C)=[CH:15][CH:14]=2)=[C:11]2[C:6]([C:7]([C:21]([F:24])([F:23])[F:22])=[CH:8][CH:9]=[CH:10]2)=[N:5]1)[CH:2]=[CH2:3].B(Br)(Br)Br.C1CCCCC=1. (2) Given the product [CH3:18][O:1][CH:2]([CH3:15])[CH2:3][O:4][CH2:5][CH2:6][NH:7][C:8](=[O:14])[O:9][C:10]([CH3:11])([CH3:13])[CH3:12], predict the reactants needed to synthesize it. The reactants are: [OH:1][CH:2]([CH3:15])[CH2:3][O:4][CH2:5][CH2:6][NH:7][C:8](=[O:14])[O:9][C:10]([CH3:13])([CH3:12])[CH3:11].[H-].[Na+].[CH3:18]I. (3) Given the product [CH3:22][O:23][C:24]1[CH:25]=[C:26]([C:2]2[N:3]=[C:4]([O:13][C@@H:14]([C@@H:16]3[CH2:20][C:19](=[O:21])[NH:18][CH2:17]3)[CH3:15])[C:5]3[N:6]([N:8]=[CH:9][C:10]=3[C:11]#[N:12])[CH:7]=2)[CH:27]=[CH:28][C:29]=1[O:30][CH3:31], predict the reactants needed to synthesize it. The reactants are: Cl[C:2]1[N:3]=[C:4]([O:13][C@@H:14]([C@@H:16]2[CH2:20][C:19](=[O:21])[NH:18][CH2:17]2)[CH3:15])[C:5]2[N:6]([N:8]=[CH:9][C:10]=2[C:11]#[N:12])[CH:7]=1.[CH3:22][O:23][C:24]1[CH:25]=[C:26](B(O)O)[CH:27]=[CH:28][C:29]=1[O:30][CH3:31].[O-]P([O-])([O-])=O.[K+].[K+].[K+].O. (4) Given the product [CH3:10][C:5]([O:4][CH2:1][CH:2]=[O:12])([CH3:11])[C:6]([O:8][CH3:9])=[O:7], predict the reactants needed to synthesize it. The reactants are: [CH2:1]([O:4][C:5]([CH3:11])([CH3:10])[C:6]([O:8][CH3:9])=[O:7])[CH:2]=C.[O:12]=[O+][O-].CSC. (5) Given the product [CH2:1]([N:8]1[C:16]2[C:11](=[CH:12][C:13]([NH:17][C:19]3[CH:28]=[CH:27][C:26]([CH:29]4[CH2:31][CH2:30]4)=[CH:25][C:20]=3[C:21]([O:23][CH3:24])=[O:22])=[CH:14][CH:15]=2)[CH:10]=[CH:9]1)[C:2]1[CH:3]=[CH:4][CH:5]=[CH:6][CH:7]=1, predict the reactants needed to synthesize it. The reactants are: [CH2:1]([N:8]1[C:16]2[C:11](=[CH:12][C:13]([NH2:17])=[CH:14][CH:15]=2)[CH:10]=[CH:9]1)[C:2]1[CH:7]=[CH:6][CH:5]=[CH:4][CH:3]=1.Br[C:19]1[CH:28]=[CH:27][C:26]([CH:29]2[CH2:31][CH2:30]2)=[CH:25][C:20]=1[C:21]([O:23][CH3:24])=[O:22].C(=O)([O-])[O-].[Cs+].[Cs+].C1(C)C=CC=CC=1. (6) Given the product [C:1]([O:5][C:6]([N:8]([CH2:14][C:15]1[CH:16]=[CH:17][C:18]([C:21](=[NH:22])[NH:24][OH:25])=[CH:19][CH:20]=1)[CH2:9][C:10]([O:12][CH3:13])=[O:11])=[O:7])([CH3:4])([CH3:2])[CH3:3], predict the reactants needed to synthesize it. The reactants are: [C:1]([O:5][C:6]([N:8]([CH2:14][C:15]1[CH:20]=[CH:19][C:18]([C:21]#[N:22])=[CH:17][CH:16]=1)[CH2:9][C:10]([O:12][CH3:13])=[O:11])=[O:7])([CH3:4])([CH3:3])[CH3:2].Cl.[NH2:24][OH:25]. (7) Given the product [N:19]1[CH:18]=[CH:17][CH:16]=[C:15]2[C:20]=1[C:11]1[N:10]3[CH2:22][CH2:23][NH:24][C:9]3=[N:21][C:12]=1[CH:13]=[N:14]2, predict the reactants needed to synthesize it. The reactants are: [O-]CC.[Na+].CS([C:9]1[N:10]([CH2:22][CH2:23][NH:24]C(=O)OC(C)(C)C)[C:11]2[C:20]3[N:19]=[CH:18][CH:17]=[CH:16][C:15]=3[N:14]=[CH:13][C:12]=2[N:21]=1)(=O)=O.